From a dataset of Peptide-MHC class I binding affinity with 185,985 pairs from IEDB/IMGT. Regression. Given a peptide amino acid sequence and an MHC pseudo amino acid sequence, predict their binding affinity value. This is MHC class I binding data. (1) The peptide sequence is QELKNSAVSL. The MHC is HLA-B57:01 with pseudo-sequence HLA-B57:01. The binding affinity (normalized) is 0. (2) The peptide sequence is LTPQQRNGYTI. The MHC is Mamu-A01 with pseudo-sequence Mamu-A01. The binding affinity (normalized) is 0.842. (3) The MHC is HLA-A02:01 with pseudo-sequence HLA-A02:01. The peptide sequence is QTEPKTSVV. The binding affinity (normalized) is 0.0847. (4) The binding affinity (normalized) is 0.0267. The peptide sequence is LLYFKVFGI. The MHC is HLA-A32:01 with pseudo-sequence HLA-A32:01. (5) The peptide sequence is APIEHIASM. The MHC is HLA-C14:02 with pseudo-sequence HLA-C14:02. The binding affinity (normalized) is 0.0847. (6) The peptide sequence is EVIKGGRHLI. The MHC is Patr-B0101 with pseudo-sequence Patr-B0101. The binding affinity (normalized) is 0.208.